Dataset: Full USPTO retrosynthesis dataset with 1.9M reactions from patents (1976-2016). Task: Predict the reactants needed to synthesize the given product. (1) Given the product [CH2:15]([O:17][C:18](=[O:35])[CH2:19][C:20]1[CH:25]=[CH:24][C:23]([C:2]2[CH:7]=[CH:6][C:5]([C:8]3[O:12][N:11]=[C:10]([CH3:13])[C:9]=3[NH2:14])=[CH:4][CH:3]=2)=[CH:22][CH:21]=1)[CH3:16], predict the reactants needed to synthesize it. The reactants are: Br[C:2]1[CH:7]=[CH:6][C:5]([C:8]2[O:12][N:11]=[C:10]([CH3:13])[C:9]=2[NH2:14])=[CH:4][CH:3]=1.[CH2:15]([O:17][C:18](=[O:35])[CH2:19][C:20]1[CH:25]=[CH:24][C:23](B2OC(C)(C)C(C)(C)O2)=[CH:22][CH:21]=1)[CH3:16]. (2) Given the product [CH2:31]([O:38][C:39]1[N:40]=[N:41][C:42]([C:55]#[C:54][C:56]2[CH:61]=[C:60]([F:62])[CH:59]=[C:58]([F:63])[CH:57]=2)=[CH:43][C:44]=1[O:45][CH2:46][C:47]1[CH:52]=[CH:51][CH:50]=[CH:49][CH:48]=1)[C:32]1[CH:37]=[CH:36][CH:35]=[CH:34][CH:33]=1, predict the reactants needed to synthesize it. The reactants are: C(OC1N=NC(C#CC2C=CC=CC=2)=CC=1OCC1C=CC=CC=1)C1C=CC=CC=1.[CH2:31]([O:38][C:39]1[N:40]=[N:41][C:42](Cl)=[CH:43][C:44]=1[O:45][CH2:46][C:47]1[CH:52]=[CH:51][CH:50]=[CH:49][CH:48]=1)[C:32]1[CH:37]=[CH:36][CH:35]=[CH:34][CH:33]=1.[C:54]([C:56]1[CH:61]=[C:60]([F:62])[CH:59]=[C:58]([F:63])[CH:57]=1)#[CH:55]. (3) Given the product [Br:1][C:2]1[CH:3]=[CH:4][C:5]([I:11])=[C:6]([CH:10]=1)[C:7]([O:9][CH3:17])=[O:8], predict the reactants needed to synthesize it. The reactants are: [Br:1][C:2]1[CH:3]=[CH:4][C:5]([I:11])=[C:6]([CH:10]=1)[C:7]([OH:9])=[O:8].S(=O)(=O)(O)O.[CH3:17]O. (4) Given the product [NH:18]1[C:26]2[C:21](=[CH:22][C:23]([C:27]([O:29][CH3:3])=[O:28])=[CH:24][CH:25]=2)[CH:20]=[CH:19]1, predict the reactants needed to synthesize it. The reactants are: NO[CH:3]1CCCCO1.C1(S([N:18]2[C:26]3[C:21](=[CH:22][C:23]([C:27]([OH:29])=[O:28])=[CH:24][CH:25]=3)[CH:20]=[CH:19]2)(=O)=O)C=CC=CC=1.C1CN([P+](ON2N=NC3C=CC=CC2=3)(N2CCCC2)N2CCCC2)CC1.F[P-](F)(F)(F)(F)F.C(N(CC)CC)C. (5) Given the product [CH3:1][N:2]1[CH2:24][CH2:23][C:5]2[N:6](/[CH:13]=[C:14](/[C:17]3[CH:18]=[CH:19][N:20]=[CH:21][CH:22]=3)\[CH3:15])[C:7]3[CH:8]=[CH:9][CH:10]=[CH:11][C:12]=3[C:4]=2[CH2:3]1, predict the reactants needed to synthesize it. The reactants are: [CH3:1][N:2]1[CH2:24][CH2:23][C:5]2[N:6]([CH2:13][C:14]([C:17]3[CH:22]=[CH:21][N:20]=[CH:19][CH:18]=3)(O)[CH3:15])[C:7]3[CH:8]=[CH:9][CH:10]=[CH:11][C:12]=3[C:4]=2[CH2:3]1.[OH-].[K+]. (6) Given the product [F:49][CH:2]([F:1])[C:3]1[N:7]([C:8]2[N:13]=[C:12]([N:14]3[CH2:15][CH2:16][O:17][CH2:18][CH2:19]3)[N:11]=[C:10]([N:20]([CH2:34][CH2:35][CH2:36][N:37]3[CH2:38][CH2:39][O:40][CH2:41][CH2:42]3)[CH:21]3[CH2:22][CH2:23][NH:24][CH2:25][CH2:26]3)[N:9]=2)[C:6]2[CH:43]=[CH:44][CH:45]=[C:46]([O:47][CH3:48])[C:5]=2[N:4]=1, predict the reactants needed to synthesize it. The reactants are: [F:1][CH:2]([F:49])[C:3]1[N:7]([C:8]2[N:13]=[C:12]([N:14]3[CH2:19][CH2:18][O:17][CH2:16][CH2:15]3)[N:11]=[C:10]([N:20]([CH2:34][CH2:35][CH2:36][N:37]3[CH2:42][CH2:41][O:40][CH2:39][CH2:38]3)[CH:21]3[CH2:26][CH2:25][N:24](C(OC(C)(C)C)=O)[CH2:23][CH2:22]3)[N:9]=2)[C:6]2[CH:43]=[CH:44][CH:45]=[C:46]([O:47][CH3:48])[C:5]=2[N:4]=1.C(O)(C(F)(F)F)=O. (7) Given the product [CH3:1][O:2][C:3]([C:5]1[CH2:6][N:7]([C:12]([O:14][C:15]([CH3:18])([CH3:17])[CH3:16])=[O:13])[CH2:8][CH2:9][C:10]=1[NH:26][CH2:19][C:20]1[CH:25]=[CH:24][CH:23]=[CH:22][CH:21]=1)=[O:4], predict the reactants needed to synthesize it. The reactants are: [CH3:1][O:2][C:3]([CH:5]1[C:10](=O)[CH2:9][CH2:8][N:7]([C:12]([O:14][C:15]([CH3:18])([CH3:17])[CH3:16])=[O:13])[CH2:6]1)=[O:4].[CH2:19]([NH2:26])[C:20]1[CH:25]=[CH:24][CH:23]=[CH:22][CH:21]=1. (8) Given the product [Cl:11][CH2:12][C:13]1[N:8]=[C:6]([C:5]2[CH:9]=[CH:10][C:2]([Cl:1])=[CH:3][CH:4]=2)[O:7][CH:15]=1, predict the reactants needed to synthesize it. The reactants are: [Cl:1][C:2]1[CH:10]=[CH:9][C:5]([C:6]([NH2:8])=[O:7])=[CH:4][CH:3]=1.[Cl:11][CH2:12][C:13]([CH2:15]Cl)=O. (9) Given the product [CH2:46]([CH:48]1[C:52]2[C:53]([O:57][C:58]3[N:63]=[CH:62][C:61]([NH:64][C:19]([C@H:18]([NH:17][C:15](=[O:16])[O:14][C:11]([CH3:10])([CH3:12])[CH3:13])[CH2:22][CH3:23])=[O:21])=[CH:60][CH:59]=3)=[CH:54][CH:55]=[CH:56][C:51]=2[CH2:50][O:49]1)[CH3:47], predict the reactants needed to synthesize it. The reactants are: CCN(C(C)C)C(C)C.[CH3:10][C:11]([O:14][C:15]([NH:17][C@H:18]([CH2:22][CH3:23])[C:19]([OH:21])=O)=[O:16])([CH3:13])[CH3:12].CN(C(ON1N=NC2C=CC=CC1=2)=[N+](C)C)C.[B-](F)(F)(F)F.[CH2:46]([CH:48]1[C:52]2[C:53]([O:57][C:58]3[N:63]=[CH:62][C:61]([NH2:64])=[CH:60][CH:59]=3)=[CH:54][CH:55]=[CH:56][C:51]=2[CH2:50][O:49]1)[CH3:47].